Dataset: Full USPTO retrosynthesis dataset with 1.9M reactions from patents (1976-2016). Task: Predict the reactants needed to synthesize the given product. (1) Given the product [F:12][C:4]1[C:5]([CH3:11])=[CH:6][C:7]([N+:8]([O-:10])=[O:9])=[C:2]([S:16][C:15]2[CH:17]=[CH:18][CH:19]=[CH:20][C:14]=2[C:13]([OH:22])=[O:21])[CH:3]=1, predict the reactants needed to synthesize it. The reactants are: Cl[C:2]1[C:7]([N+:8]([O-:10])=[O:9])=[CH:6][C:5]([CH3:11])=[C:4]([F:12])[CH:3]=1.[C:13]([OH:22])(=[O:21])[C:14]1[C:15](=[CH:17][CH:18]=[CH:19][CH:20]=1)[SH:16]. (2) Given the product [NH:20]1[C:28]2=[N:27][CH:26]=[CH:25][CH:24]=[C:23]2[C:22]([CH:29]=[C:11]2[O:10][C:9]([NH:8][C:3]3[CH:4]=[CH:5][CH:6]=[CH:7][C:2]=3[OH:1])=[C:13]([C:14]([O:16][CH2:17][CH3:18])=[O:15])[C:12]2=[O:19])=[CH:21]1, predict the reactants needed to synthesize it. The reactants are: [OH:1][C:2]1[CH:7]=[CH:6][CH:5]=[CH:4][C:3]=1[NH:8][C:9]1[O:10][CH2:11][C:12](=[O:19])[C:13]=1[C:14]([O:16][CH2:17][CH3:18])=[O:15].[NH:20]1[C:28]2[C:23](=[CH:24][CH:25]=[CH:26][N:27]=2)[C:22]([CH:29]=O)=[CH:21]1.N1CCCCC1. (3) The reactants are: C[Si](C)(C)CCOC[N:7](COCC[Si](C)(C)C)[C:8]1[N:13]2[N:14]=[CH:15][C:16]([C:17]3[CH:18]=[N:19][C:20]([C:23]4[CH:28]=[CH:27][CH:26]=[CH:25][CH:24]=4)=[CH:21][CH:22]=3)=[C:12]2[N:11]=[C:10]([CH:29]2[CH2:34][CH2:33][N:32](C(OC(C)(C)C)=O)[CH2:31][CH2:30]2)[C:9]=1[C:42]#[N:43].[C:54]([OH:60])([C:56]([F:59])([F:58])[F:57])=[O:55].O. Given the product [NH2:7][C:8]1[N:13]2[N:14]=[CH:15][C:16]([C:17]3[CH:18]=[N:19][C:20]([C:23]4[CH:24]=[CH:25][CH:26]=[CH:27][CH:28]=4)=[CH:21][CH:22]=3)=[C:12]2[N:11]=[C:10]([CH:29]2[CH2:30][CH2:31][NH:32][CH2:33][CH2:34]2)[C:9]=1[C:42]#[N:43].[C:54]([OH:60])([C:56]([F:59])([F:58])[F:57])=[O:55], predict the reactants needed to synthesize it. (4) Given the product [NH2:16][C:9]1[C:10]2[C:15](=[CH:14][CH:13]=[CH:12][CH:11]=2)[C:6]([CH2:5][CH2:4][C:3]([OH:17])=[O:2])=[CH:7][CH:8]=1, predict the reactants needed to synthesize it. The reactants are: C[O:2][C:3](=[O:17])[CH:4]=[CH:5][C:6]1[C:15]2[C:10](=[CH:11][CH:12]=[CH:13][CH:14]=2)[C:9]([NH2:16])=[CH:8][CH:7]=1.[OH-].[Na+]. (5) The reactants are: [F:1][C:2]1C=[C:4]([C:11]2[CH:16]=[CH:15][C:14]([O:17][CH2:18][CH:19]3[CH2:24][CH2:23][N:22]([CH2:25][C:26]4([C:30]([F:33])([F:32])[F:31])[CH2:29][CH2:28][CH2:27]4)[CH2:21][CH2:20]3)=[C:13]([F:34])[CH:12]=2)[CH:5]=[CH:6][C:7]=1C(O)=O.[CH2:35](Cl)[CH2:36]Cl.C1C=CC2N([OH:48])N=NC=2C=1.CCN(C(C)C)C(C)C.[NH:58]1[CH2:62][CH2:61][CH2:60][C@H:59]1[C:63]([NH2:65])=[O:64]. Given the product [F:1][C:2]1[CH:7]=[CH:6][CH:5]=[C:4]([C:11]2[CH:16]=[CH:15][C:14]([O:17][CH2:18][CH:19]3[CH2:20][CH2:21][N:22]([CH2:25][C:26]4([C:30]([F:33])([F:31])[F:32])[CH2:29][CH2:28][CH2:27]4)[CH2:23][CH2:24]3)=[C:13]([F:34])[CH:12]=2)[C:35]=1[C:36]([N:58]1[CH2:62][CH2:61][CH2:60][C@H:59]1[C:63]([NH2:65])=[O:64])=[O:48], predict the reactants needed to synthesize it. (6) Given the product [C:1]([O:5][C:6]([CH:8]1[CH:12]([C:13]2[CH:18]=[CH:17][CH:16]=[C:15]([Cl:19])[C:14]=2[F:20])[C:11]([C:23]2[CH:28]=[CH:27][C:26]([Cl:29])=[CH:25][C:24]=2[F:30])([C:21]#[N:22])[CH:10]([CH3:31])[N:9]1[CH2:37][C:36]1[CH:39]=[CH:40][CH:41]=[C:34]([O:33][CH3:32])[CH:35]=1)=[O:7])([CH3:4])([CH3:2])[CH3:3], predict the reactants needed to synthesize it. The reactants are: [C:1]([O:5][C:6]([C@H:8]1[C@H:12]([C:13]2[CH:18]=[CH:17][CH:16]=[C:15]([Cl:19])[C:14]=2[F:20])[C@:11]([C:23]2[CH:28]=[CH:27][C:26]([Cl:29])=[CH:25][C:24]=2[F:30])([C:21]#[N:22])[C@@H:10]([CH3:31])[NH:9]1)=[O:7])([CH3:4])([CH3:3])[CH3:2].[CH3:32][O:33][C:34]1[CH:35]=[C:36]([CH:39]=[CH:40][CH:41]=1)[CH2:37]Br.C(=O)([O-])[O-].[Cs+].[Cs+]. (7) Given the product [C:3]1([C:9]2([C:10]#[N:11])[CH2:16][CH2:15][CH2:14][CH2:13]2)[CH:8]=[CH:7][CH:6]=[CH:5][CH:4]=1, predict the reactants needed to synthesize it. The reactants are: [H-].[Na+].[C:3]1([CH2:9][C:10]#[N:11])[CH:8]=[CH:7][CH:6]=[CH:5][CH:4]=1.Br[CH2:13][CH2:14][CH2:15][CH2:16]Br.Cl. (8) Given the product [CH3:37][O:39][C@@H:40]([CH2:44][C:45]1[CH:46]=[CH:47][C:48]([O:51][CH2:52][C:54](=[O:71])[NH:55][CH2:56][CH2:57][C:58]2[CH:59]=[CH:60][C:61]([O:64][C:65]3[CH:70]=[CH:69][CH:68]=[CH:67][CH:66]=3)=[CH:62][CH:63]=2)=[CH:49][CH:50]=1)[C:41]([OH:43])=[O:42], predict the reactants needed to synthesize it. The reactants are: C(OC(=O)[C@@H](OC)CC1C=CC(OCC(O)=O)=CC=1)C.O(C1C=CC(CCN)=CC=1)C1C=CC=CC=1.[CH2:37]([O:39][C@@H:40]([CH2:44][C:45]1[CH:50]=[CH:49][C:48]([O:51][C@@H:52]([C:54](=[O:71])[NH:55][CH2:56][CH2:57][C:58]2[CH:63]=[CH:62][C:61]([O:64][C:65]3[CH:70]=[CH:69][CH:68]=[CH:67][CH:66]=3)=[CH:60][CH:59]=2)C)=[CH:47][CH:46]=1)[C:41]([OH:43])=[O:42])C. (9) Given the product [N:1]1([C:8]2[CH:9]=[CH:10][C:11]3[N:12]([C:14](/[CH:17]=[CH:35]/[C:34]4[CH:37]=[CH:38][CH:39]=[CH:40][C:33]=4[Br:32])=[N:15][N:16]=3)[N:13]=2)[CH2:2][CH2:3][CH2:4][CH2:5][CH2:6][CH2:7]1, predict the reactants needed to synthesize it. The reactants are: [N:1]1([C:8]2[CH:9]=[CH:10][C:11]3[N:12]([C:14]([CH2:17]P(=O)(OCC)OCC)=[N:15][N:16]=3)[N:13]=2)[CH2:7][CH2:6][CH2:5][CH2:4][CH2:3][CH2:2]1.CC(C)([O-])C.[K+].[Br:32][C:33]1[CH:40]=[CH:39][CH:38]=[CH:37][C:34]=1[CH:35]=O.O.